This data is from Reaction yield outcomes from USPTO patents with 853,638 reactions. The task is: Predict the reaction yield, written as a fraction of the theoretical maximum amount of product (1.0 means a 100% yield; for example, 0.34 means a 34% yield). The reactants are C1(O[C:8](=[O:20])[NH:9][C:10]2[CH:11]=[N:12][CH:13]=[C:14]([C:16]([F:19])([F:18])[F:17])[CH:15]=2)C=CC=CC=1.[Cl:21][C:22]1[CH:28]=[C:27]([O:29][C:30]2[C:31]3[N:38]([CH3:39])[CH:37]=[CH:36][C:32]=3[N:33]=[CH:34][N:35]=2)[CH:26]=[CH:25][C:23]=1[NH2:24].N1C=CC=CC=1. The catalyst is CN1CCCC1=O. The product is [Cl:21][C:22]1[CH:28]=[C:27]([O:29][C:30]2[C:31]3[N:38]([CH3:39])[CH:37]=[CH:36][C:32]=3[N:33]=[CH:34][N:35]=2)[CH:26]=[CH:25][C:23]=1[NH:24][C:8]([NH:9][C:10]1[CH:11]=[N:12][CH:13]=[C:14]([C:16]([F:17])([F:18])[F:19])[CH:15]=1)=[O:20]. The yield is 0.490.